From a dataset of Forward reaction prediction with 1.9M reactions from USPTO patents (1976-2016). Predict the product of the given reaction. (1) The product is: [NH:10]1[C:18]2[C:13](=[CH:14][C:15]([CH:19]=[CH:1][C:2](=[O:7])[CH2:3][C:4](=[O:6])[CH3:5])=[CH:16][CH:17]=2)[CH:12]=[CH:11]1. Given the reactants [CH3:1][C:2](=[O:7])[CH2:3][C:4](=[O:6])[CH3:5].[B]=O.[NH:10]1[C:18]2[C:13](=[CH:14][C:15]([CH:19]=O)=[CH:16][CH:17]=2)[CH:12]=[CH:11]1.B(OC(C)C)(OC(C)C)OC(C)C.C(N)CCC.Cl.C(=O)(O)[O-].[Na+], predict the reaction product. (2) Given the reactants [N:1]1[C:10]2[C:5](=[CH:6][CH:7]=[C:8]([C:11]([OH:13])=O)[CH:9]=2)[CH:4]=[CH:3][CH:2]=1.[ClH:14].Cl.[NH2:16][CH:17]1[CH:22]2[CH2:23][CH2:24][N:19]([CH2:20][CH2:21]2)[CH2:18]1, predict the reaction product. The product is: [ClH:14].[N:19]12[CH2:24][CH2:23][CH:22]([CH2:21][CH2:20]1)[CH:17]([NH:16][C:11]([C:8]1[CH:9]=[C:10]3[C:5]([CH:4]=[CH:3][CH:2]=[N:1]3)=[CH:6][CH:7]=1)=[O:13])[CH2:18]2. (3) Given the reactants Cl[C:2]1[N:12]=[CH:11][C:10]2[O:9][CH2:8][CH2:7][N:6]3[CH:13]=[C:14]([C:16]4[N:20]([CH:21]([CH3:23])[CH3:22])[N:19]=[CH:18][N:17]=4)[N:15]=[C:5]3[C:4]=2[CH:3]=1.C(#N)C.O.C([O-])(=O)C.[K+].[F:33][C:34]1[CH:39]=[CH:38][C:37](B(O)O)=[CH:36][N:35]=1, predict the reaction product. The product is: [F:33][C:34]1[N:35]=[CH:36][C:37]([C:2]2[N:12]=[CH:11][C:10]3[O:9][CH2:8][CH2:7][N:6]4[CH:13]=[C:14]([C:16]5[N:20]([CH:21]([CH3:23])[CH3:22])[N:19]=[CH:18][N:17]=5)[N:15]=[C:5]4[C:4]=3[CH:3]=2)=[CH:38][CH:39]=1. (4) Given the reactants C([N:3]([CH2:6][CH2:7][O:8][CH2:9][C:10]([OH:13])([CH3:12])[CH3:11])C=O)=O.[ClH:14], predict the reaction product. The product is: [ClH:14].[NH2:3][CH2:6][CH2:7][O:8][CH2:9][C:10]([CH3:12])([OH:13])[CH3:11]. (5) Given the reactants Br[C:2]1[CH:11]=[C:10]2[C:5]([CH:6]=[CH:7][N:8]=[CH:9]2)=[CH:4][CH:3]=1.C[Sn](C)(C)[C:14]1[CH:19]=[CH:18][CH:17]=[CH:16][N:15]=1.[BH4-].[Na+], predict the reaction product. The product is: [N:15]1[CH:16]=[CH:17][CH:18]=[CH:19][C:14]=1[C:2]1[CH:11]=[C:10]2[C:5]([CH2:6][CH2:7][NH:8][CH2:9]2)=[CH:4][CH:3]=1.